This data is from Reaction yield outcomes from USPTO patents with 853,638 reactions. The task is: Predict the reaction yield, written as a fraction of the theoretical maximum amount of product (1.0 means a 100% yield; for example, 0.34 means a 34% yield). (1) The reactants are Br[C:2]1[CH:3]=[C:4]([C:8]2([CH3:16])[CH2:13][O:12][N:11]([CH3:14])[C:10](=[NH:15])[NH:9]2)[CH:5]=[CH:6][CH:7]=1.[C:17]([C:19]1[CH:20]=[C:21](B(O)O)[CH:22]=[CH:23][CH:24]=1)#[N:18].C([O-])([O-])=O.[K+].[K+]. The catalyst is C(O)C. The product is [C:17]([C:19]1[CH:24]=[C:23]([C:2]2[CH:3]=[C:4]([C:8]3([CH3:16])[CH2:13][O:12][N:11]([CH3:14])[C:10](=[NH:15])[NH:9]3)[CH:5]=[CH:6][CH:7]=2)[CH:22]=[CH:21][CH:20]=1)#[N:18]. The yield is 0.440. (2) The reactants are [Br:1][C:2]1[CH:3]=[C:4]2[C:8](=[C:9]([C:11]([OH:13])=O)[CH:10]=1)[NH:7][CH:6]=[C:5]2[CH:14]1[CH2:19][CH:18]([CH3:20])[S:17](=[O:22])(=[O:21])[CH:16]([CH3:23])[CH2:15]1.C(Cl)CCl.C1C=CC2N(O)N=[N:34]C=2C=1.N.O1CCOCC1. The catalyst is CN(C=O)C.O. The product is [Br:1][C:2]1[CH:3]=[C:4]2[C:8](=[C:9]([C:11]([NH2:34])=[O:13])[CH:10]=1)[NH:7][CH:6]=[C:5]2[CH:14]1[CH2:15][CH:16]([CH3:23])[S:17](=[O:21])(=[O:22])[CH:18]([CH3:20])[CH2:19]1. The yield is 0.800.